This data is from Forward reaction prediction with 1.9M reactions from USPTO patents (1976-2016). The task is: Predict the product of the given reaction. Given the reactants Cl[C:2]1[N:3]=[C:4]([N:22]2[CH2:27][CH2:26][O:25][CH2:24][CH2:23]2)[C:5]2[S:10][CH:9]=[C:8]([C:11]3[CH:12]=[C:13]([NH:17][S:18]([CH3:21])(=[O:20])=[O:19])[CH:14]=[CH:15][CH:16]=3)[C:6]=2[N:7]=1.CC1(C)C(C)(C)OB([C:36]2[CH:37]=[N:38][C:39]([NH2:42])=[N:40][CH:41]=2)O1, predict the reaction product. The product is: [NH2:42][C:39]1[N:40]=[CH:41][C:36]([C:2]2[N:3]=[C:4]([N:22]3[CH2:27][CH2:26][O:25][CH2:24][CH2:23]3)[C:5]3[S:10][CH:9]=[C:8]([C:11]4[CH:12]=[C:13]([NH:17][S:18]([CH3:21])(=[O:20])=[O:19])[CH:14]=[CH:15][CH:16]=4)[C:6]=3[N:7]=2)=[CH:37][N:38]=1.